From a dataset of Reaction yield outcomes from USPTO patents with 853,638 reactions. Predict the reaction yield, written as a fraction of the theoretical maximum amount of product (1.0 means a 100% yield; for example, 0.34 means a 34% yield). The reactants are Br[C:2]1[CH:7]=[CH:6][C:5]([C:8]2[N:9]([CH2:15][C@@H:16]3[CH2:20][CH2:19][N:18]([C:21]([CH:23]4[CH2:25][CH2:24]4)=[O:22])[CH2:17]3)[C:10](=[O:14])[N:11]([CH3:13])[N:12]=2)=[CH:4][CH:3]=1.CC1(C)C(C)(C)OB([C:34]2[CH:42]=[C:41]3[C:37]([CH:38]=[N:39][N:40]3C(OC(C)(C)C)=O)=[CH:36][CH:35]=2)O1.[O-]P([O-])([O-])=O.[K+].[K+].[K+]. The catalyst is CCO.C1C=CC([P]([Pd]([P](C2C=CC=CC=2)(C2C=CC=CC=2)C2C=CC=CC=2)([P](C2C=CC=CC=2)(C2C=CC=CC=2)C2C=CC=CC=2)[P](C2C=CC=CC=2)(C2C=CC=CC=2)C2C=CC=CC=2)(C2C=CC=CC=2)C2C=CC=CC=2)=CC=1. The product is [CH:23]1([C:21]([N:18]2[CH2:19][CH2:20][C@@H:16]([CH2:15][N:9]3[C:8]([C:5]4[CH:6]=[CH:7][C:2]([C:34]5[CH:42]=[C:41]6[C:37]([CH:38]=[N:39][NH:40]6)=[CH:36][CH:35]=5)=[CH:3][CH:4]=4)=[N:12][N:11]([CH3:13])[C:10]3=[O:14])[CH2:17]2)=[O:22])[CH2:25][CH2:24]1. The yield is 0.688.